This data is from Forward reaction prediction with 1.9M reactions from USPTO patents (1976-2016). The task is: Predict the product of the given reaction. (1) Given the reactants [Cl:1][C:2]1[C:3]([O:25][CH3:26])=[CH:4][C:5]([O:23][CH3:24])=[C:6]([CH2:8][CH2:9][C:10]2([CH:18]3[CH2:22][CH2:21][CH2:20][CH2:19]3)[O:15][C:14](=[O:16])[CH2:13][C:12](=[O:17])[CH2:11]2)[CH:7]=1.[Cl:27][C:28]1[CH:29]=[C:30](CCC2(C3CCCC3)OC(=O)CC(=O)C2)C=C[C:33]=1OC(C)C.CC1C=C(C)[N:57]2[N:61]=C(C=O)N=[C:56]2N=1, predict the reaction product. The product is: [Cl:1][C:2]1[C:3]([O:25][CH3:26])=[CH:4][C:5]([O:23][CH3:24])=[C:6]([CH2:8][CH2:9][C:10]2([CH:18]3[CH2:22][CH2:21][CH2:20][CH2:19]3)[O:15][C:14](=[O:16])[C:13]([CH2:30][C:29]3[C:28]([Cl:27])=[CH:33][N:57]([CH3:56])[N:61]=3)=[C:12]([OH:17])[CH2:11]2)[CH:7]=1. (2) Given the reactants [Br:1][C:2]1[CH:3]=[N:4][C:5]2[N:6]([N:8]=[C:9]([C:11]([OH:13])=O)[CH:10]=2)[CH:7]=1.[CH3:14][CH:15]1[C:24]2[C:19](=[CH:20][CH:21]=[C:22]([C:25]([F:28])([F:27])[F:26])[CH:23]=2)[CH2:18][CH2:17][NH:16]1, predict the reaction product. The product is: [Br:1][C:2]1[CH:3]=[N:4][C:5]2[N:6]([N:8]=[C:9]([C:11]([N:16]3[CH2:17][CH2:18][C:19]4[C:24](=[CH:23][C:22]([C:25]([F:26])([F:28])[F:27])=[CH:21][CH:20]=4)[CH:15]3[CH3:14])=[O:13])[CH:10]=2)[CH:7]=1. (3) Given the reactants C1N=CN([C:6](N2C=NC=C2)=[O:7])C=1.[C:13]([C:17]1[CH:21]=[C:20]([NH2:22])[N:19]([C:23]2[CH:28]=[CH:27][C:26]([CH3:29])=[CH:25][CH:24]=2)[N:18]=1)([CH3:16])([CH3:15])[CH3:14].[NH2:30][C:31]1[C:40]2[C:35](=[CH:36][CH:37]=[CH:38][CH:39]=2)[C:34]([O:41][C:42]2[CH:47]=[CH:46][N:45]=[C:44]([NH2:48])[N:43]=2)=[CH:33][CH:32]=1, predict the reaction product. The product is: [NH2:48][C:44]1[N:43]=[C:42]([O:41][C:34]2[C:35]3[C:40](=[CH:39][CH:38]=[CH:37][CH:36]=3)[C:31]([NH:30][C:6]([NH:22][C:20]3[N:19]([C:23]4[CH:24]=[CH:25][C:26]([CH3:29])=[CH:27][CH:28]=4)[N:18]=[C:17]([C:13]([CH3:16])([CH3:15])[CH3:14])[CH:21]=3)=[O:7])=[CH:32][CH:33]=2)[CH:47]=[CH:46][N:45]=1. (4) Given the reactants [F:1][C:2]([F:17])([O:7][C:8]1[CH:13]=[CH:12][C:11]([C:14](=O)[CH3:15])=[CH:10][CH:9]=1)[C:3]([F:6])([F:5])[F:4].[CH3:18][C:19]([S@:22]([NH2:24])=[O:23])([CH3:21])[CH3:20], predict the reaction product. The product is: [CH3:18][C:19]([S@:22]([NH:24][CH:14]([C:11]1[CH:12]=[CH:13][C:8]([O:7][C:2]([F:17])([F:1])[C:3]([F:6])([F:5])[F:4])=[CH:9][CH:10]=1)[CH3:15])=[O:23])([CH3:21])[CH3:20].